From a dataset of Full USPTO retrosynthesis dataset with 1.9M reactions from patents (1976-2016). Predict the reactants needed to synthesize the given product. (1) Given the product [CH2:10]([O:9][C:7]([NH:6][CH2:5][C@H:4]([NH:17][C:18]([C:20]1[C:21]([CH3:38])=[N:22][C:23]([NH:27][CH2:28][CH2:29][CH2:30][C:31]2[CH:36]=[CH:35][CH:34]=[C:33]([OH:37])[CH:32]=2)=[N:24][C:25]=1[CH3:26])=[O:19])[C:3]([OH:39])=[O:2])=[O:8])[C:11]1[CH:12]=[CH:13][CH:14]=[CH:15][CH:16]=1, predict the reactants needed to synthesize it. The reactants are: C[O:2][C:3](=[O:39])[C@@H:4]([NH:17][C:18]([C:20]1[C:21]([CH3:38])=[N:22][C:23]([NH:27][CH2:28][CH2:29][CH2:30][C:31]2[CH:36]=[CH:35][CH:34]=[C:33]([OH:37])[CH:32]=2)=[N:24][C:25]=1[CH3:26])=[O:19])[CH2:5][NH:6][C:7]([O:9][CH2:10][C:11]1[CH:16]=[CH:15][CH:14]=[CH:13][CH:12]=1)=[O:8].O.[OH-].[Li+].[K].[H][H]. (2) Given the product [Br:12][C:13]1[C:14]([N:20]([CH:29]2[CH2:34][CH2:33][CH2:32][CH2:31][CH2:30]2)[NH:21][C:22]([O:24][C:25]([CH3:28])([CH3:27])[CH3:26])=[O:23])=[N:15][C:16]([C:5]#[N:6])=[N:17][CH:18]=1, predict the reactants needed to synthesize it. The reactants are: [C-]#N.[K+].C1N2CC[N:6](CC2)[CH2:5]1.[Br:12][C:13]1[C:14]([N:20]([CH:29]2[CH2:34][CH2:33][CH2:32][CH2:31][CH2:30]2)[NH:21][C:22]([O:24][C:25]([CH3:28])([CH3:27])[CH3:26])=[O:23])=[N:15][C:16](Cl)=[N:17][CH:18]=1. (3) Given the product [C:1]1([O:11][C:12]2[CH:17]=[CH:16][N+:15]([O-:26])=[CH:14][CH:13]=2)[C:10]2[C:5](=[CH:6][CH:7]=[CH:8][CH:9]=2)[CH:4]=[CH:3][CH:2]=1, predict the reactants needed to synthesize it. The reactants are: [C:1]1([O:11][C:12]2[CH:17]=[CH:16][N:15]=[CH:14][CH:13]=2)[C:10]2[C:5](=[CH:6][CH:7]=[CH:8][CH:9]=2)[CH:4]=[CH:3][CH:2]=1.ClC1C=CC=C(C(OO)=[O:26])C=1.